From a dataset of Peptide-MHC class I binding affinity with 185,985 pairs from IEDB/IMGT. Regression. Given a peptide amino acid sequence and an MHC pseudo amino acid sequence, predict their binding affinity value. This is MHC class I binding data. (1) The peptide sequence is RRFFPYVV. The MHC is HLA-B27:05 with pseudo-sequence HLA-B27:05. The binding affinity (normalized) is 0.213. (2) The peptide sequence is LVSDYCNVLNKEFT. The MHC is HLA-B58:01 with pseudo-sequence HLA-B58:01. The binding affinity (normalized) is 0. (3) The peptide sequence is RGGNYPVQQI. The MHC is Mamu-B52 with pseudo-sequence Mamu-B52. The binding affinity (normalized) is 0.622. (4) The peptide sequence is SIYQYVRL. The MHC is H-2-Kb with pseudo-sequence H-2-Kb. The binding affinity (normalized) is 0.805. (5) The peptide sequence is ALYYVHSLL. The MHC is HLA-A02:03 with pseudo-sequence HLA-A02:03. The binding affinity (normalized) is 0.111.